This data is from Full USPTO retrosynthesis dataset with 1.9M reactions from patents (1976-2016). The task is: Predict the reactants needed to synthesize the given product. (1) Given the product [O:1]1[CH2:2][CH2:3][CH:4]([C:7]2[C:8]([O:13][C@H:14]3[CH2:15][C@H:16]([C:18]4[S:34][C:29]5[CH:30]=[CH:31][CH:32]=[CH:33][C:28]=5[N:27]=4)[CH2:17]3)=[N:9][CH:10]=[CH:11][CH:12]=2)[CH2:5][CH2:6]1.[O:1]1[CH2:2][CH2:3][CH:4]([C:7]2[C:8]([O:13][C@@H:14]3[CH2:15][C@H:16]([C:18]4[S:34][C:29]5[CH:30]=[CH:31][CH:32]=[CH:33][C:28]=5[N:27]=4)[CH2:17]3)=[N:9][CH:10]=[CH:11][CH:12]=2)[CH2:5][CH2:6]1, predict the reactants needed to synthesize it. The reactants are: [O:1]1[CH2:6][CH2:5][CH:4]([C:7]2[C:8]([O:13][CH:14]3[CH2:17][CH:16]([C:18](O)=O)[CH2:15]3)=[N:9][CH:10]=[CH:11][CH:12]=2)[CH2:3][CH2:2]1.C(Cl)(=O)C(Cl)=O.[NH2:27][C:28]1[CH:33]=[CH:32][CH:31]=[CH:30][C:29]=1[SH:34].C([O-])(O)=O.[Na+]. (2) The reactants are: [CH3:1][C:2]1[O:6][C:5]([C:7]2[CH:8]=[CH:9][C:10]3[O:14][CH:13]=[C:12]([C:15]#N)[C:11]=3[CH:17]=2)=[N:4][N:3]=1.C(O)=[O:19]. Given the product [CH3:1][C:2]1[O:6][C:5]([C:7]2[CH:8]=[CH:9][C:10]3[O:14][CH:13]=[C:12]([CH:15]=[O:19])[C:11]=3[CH:17]=2)=[N:4][N:3]=1, predict the reactants needed to synthesize it. (3) Given the product [CH2:1]([O:3][C:4]1[CH:11]=[CH:10][C:7]([CH:8]=[N:20][OH:21])=[C:6]([O:12][CH3:13])[CH:5]=1)[CH3:2], predict the reactants needed to synthesize it. The reactants are: [CH2:1]([O:3][C:4]1[CH:11]=[CH:10][C:7]([CH:8]=O)=[C:6]([O:12][CH3:13])[CH:5]=1)[CH3:2].C([O-])(=O)C.[Na+].Cl.[NH2:20][OH:21]. (4) Given the product [N+:2]([C:5]1[CH:6]=[CH:7][C:8]([C:11]2[N:12]=[C:13]([CH:16]3[CH2:21][CH2:20][N:19]([CH2:30][C:31]([O:33][CH2:34][CH3:35])=[O:32])[CH2:18][CH2:17]3)[S:14][CH:15]=2)=[CH:9][CH:10]=1)([O-:4])=[O:3], predict the reactants needed to synthesize it. The reactants are: Cl.[N+:2]([C:5]1[CH:10]=[CH:9][C:8]([C:11]2[N:12]=[C:13]([CH:16]3[CH2:21][CH2:20][NH:19][CH2:18][CH2:17]3)[S:14][CH:15]=2)=[CH:7][CH:6]=1)([O-:4])=[O:3].C(N(CC)CC)C.Cl[CH2:30][C:31]([O:33][CH2:34][CH3:35])=[O:32].C(OCC)(=O)C. (5) Given the product [CH3:1][C:2](=[O:9])[CH2:3][CH2:4][CH2:5][CH2:6][CH2:7][CH3:8], predict the reactants needed to synthesize it. The reactants are: [CH3:1][CH:2]([OH:9])[CH2:3][CH2:4][CH2:5][CH2:6][CH2:7][CH3:8].C(OC(C1C=C2C(=O)N(O)C(=O)C2=CC=1)=O)CCCCCCCCCCC.O=O.